The task is: Predict the reactants needed to synthesize the given product.. This data is from Full USPTO retrosynthesis dataset with 1.9M reactions from patents (1976-2016). (1) Given the product [O:15]=[C:13]1[C:12]2[C:7](=[CH:8][N:9]=[CH:10][CH:11]=2)[C:21]2[CH:22]=[CH:23][C:24]([C:26]#[N:27])=[CH:25][C:20]=2[NH:19]1, predict the reactants needed to synthesize it. The reactants are: C([O-])(=O)C.[Na+].Br[C:7]1[CH:8]=[N:9][CH:10]=[CH:11][C:12]=1[C:13]([O:15]CC)=O.Cl.[NH2:19][C:20]1[CH:25]=[C:24]([C:26]#[N:27])[CH:23]=[CH:22][C:21]=1B(O)O. (2) Given the product [CH3:34][C:35]([CH3:43])([CH2:39][CH2:40][CH2:41][CH3:42])[C:36]([NH:1][CH2:2][C@H:3]([OH:33])[C@@H:4]([NH:25][C:26](=[O:32])[O:27][C:28]([CH3:31])([CH3:30])[CH3:29])[CH2:5][C@H:6]([CH2:10][C:11]1[CH:19]=[C:18]2[C:14]([CH:15]=[N:16][N:17]2[CH2:20][CH2:21][CH2:22][O:23][CH3:24])=[CH:13][CH:12]=1)[CH:7]([CH3:8])[CH3:9])=[O:37], predict the reactants needed to synthesize it. The reactants are: [NH2:1][CH2:2][C@H:3]([OH:33])[C@@H:4]([NH:25][C:26](=[O:32])[O:27][C:28]([CH3:31])([CH3:30])[CH3:29])[CH2:5][C@H:6]([CH2:10][C:11]1[CH:19]=[C:18]2[C:14]([CH:15]=[N:16][N:17]2[CH2:20][CH2:21][CH2:22][O:23][CH3:24])=[CH:13][CH:12]=1)[CH:7]([CH3:9])[CH3:8].[CH3:34][C:35]([CH3:43])([CH2:39][CH2:40][CH2:41][CH3:42])[C:36](O)=[O:37].C1C=CC2N(O)N=NC=2C=1.CCN=C=NCCCN(C)C.Cl.CCN(C(C)C)C(C)C.